This data is from Reaction yield outcomes from USPTO patents with 853,638 reactions. The task is: Predict the reaction yield, written as a fraction of the theoretical maximum amount of product (1.0 means a 100% yield; for example, 0.34 means a 34% yield). (1) The reactants are [CH:1]1([N:6]2[C:14]([NH:15][C:16]3[C:21]([F:22])=[CH:20][C:19]([F:23])=[CH:18][C:17]=3[F:24])=[N:13][C:12]3[C:7]2=[N:8][C:9]([NH:25][C:26]2[CH:27]=[N:28][C:29]([O:32]C)=[CH:30][CH:31]=2)=[N:10][CH:11]=3)[CH2:5][CH2:4][CH2:3][CH2:2]1. The catalyst is Br.C(O)(=O)C. The product is [CH:1]1([N:6]2[C:14]([NH:15][C:16]3[C:21]([F:22])=[CH:20][C:19]([F:23])=[CH:18][C:17]=3[F:24])=[N:13][C:12]3[C:7]2=[N:8][C:9]([NH:25][C:26]2[CH:31]=[CH:30][C:29]([OH:32])=[N:28][CH:27]=2)=[N:10][CH:11]=3)[CH2:2][CH2:3][CH2:4][CH2:5]1. The yield is 0.340. (2) The reactants are [CH:1]([C:4]1[CH:5]=[CH:6][C:7]([O:13][CH3:14])=[C:8](B(O)O)[CH:9]=1)([CH3:3])[CH3:2].Br[C:16]1[CH:17]=[C:18]([CH:22]([C:27]2[O:28][C:29]([CH3:32])=[N:30][N:31]=2)[CH2:23][C:24]([OH:26])=[O:25])[CH:19]=[CH:20][CH:21]=1. The catalyst is CN(C=O)C.O.[NH4+].[Cl-].C1(C=CC=CC=1)[P](C1C=CC=CC=1)(C1C=CC=CC=1)[Pd][P](C1C=CC=CC=1)(C1C=CC=CC=1)C1C=CC=CC=1. The product is [CH:1]([C:4]1[CH:5]=[CH:6][C:7]([O:13][CH3:14])=[C:8]([C:20]2[CH:21]=[CH:16][CH:17]=[C:18]([CH:22]([C:27]3[O:28][C:29]([CH3:32])=[N:30][N:31]=3)[CH2:23][C:24]([OH:26])=[O:25])[CH:19]=2)[CH:9]=1)([CH3:3])[CH3:2]. The yield is 0.570. (3) The reactants are C[C:2]1([CH3:7])[CH:6]=[CH:5][CH:4]=[CH:3]1.[CH3:8][C:9]([CH3:11])=O.N1CCC[CH2:13]1.Cl. The catalyst is CO. The product is [CH3:7][C:2]1[C:3](=[C:9]([CH3:11])[CH3:8])[CH:4]=[C:5]([CH3:13])[CH:6]=1. The yield is 0.295.